This data is from Reaction yield outcomes from USPTO patents with 853,638 reactions. The task is: Predict the reaction yield, written as a fraction of the theoretical maximum amount of product (1.0 means a 100% yield; for example, 0.34 means a 34% yield). (1) The reactants are [CH3:1][C:2]1([CH3:18])[O:6][C@@H:5]([C@@H:7]2[C@@H:11]3[O:12][C:13]([CH3:16])([CH3:15])[O:14][C@@H:10]3[C@@H:9]([OH:17])[O:8]2)[CH2:4][O:3]1.[C:19]([O-])([O-])=[O:20].[K+].[K+].C(O)=O.OS(O)(=O)=O. The catalyst is CO.C(Cl)Cl. The product is [CH3:1][C:2]1([CH3:18])[O:6][C@@H:5]([C@@H:7]2[C@@H:11]3[O:12][C:13]([CH3:16])([CH3:15])[O:14][C@:10]3([CH2:19][OH:20])[CH:9]([OH:17])[O:8]2)[CH2:4][O:3]1. The yield is 0.690. (2) The reactants are [Br:1][C:2]1[CH:3]=[C:4]2[C:9](=[CH:10][CH:11]=1)[N:8]=[CH:7][C:6]([C:12]([CH:14]1[CH2:16][CH2:15]1)=[O:13])=[C:5]2Cl.[N:18]1([CH2:23][CH2:24][C:25]2[CH:26]=[C:27]([NH2:31])[CH:28]=[N:29][CH:30]=2)[CH2:22][CH2:21][CH2:20][CH2:19]1. No catalyst specified. The product is [Br:1][C:2]1[CH:3]=[C:4]2[C:9](=[CH:10][CH:11]=1)[N:8]=[CH:7][C:6]([C:12]([CH:14]1[CH2:16][CH2:15]1)=[O:13])=[C:5]2[NH:31][C:27]1[CH:28]=[N:29][CH:30]=[C:25]([CH2:24][CH2:23][N:18]2[CH2:22][CH2:21][CH2:20][CH2:19]2)[CH:26]=1. The yield is 0.450. (3) The reactants are COC1C=CC(C[N:8](CC2C=CC(OC)=CC=2)[C:9]2[N:14]=[C:13]([CH3:15])[N:12]=[C:11]([C:16]3[CH:17]=[C:18]([CH2:31][N:32]4[CH2:37][CH2:36][O:35][CH2:34][C:33]4=[O:38])[CH:19]=[N:20][C:21]=3[NH:22][C:23]3[CH:24]=[N:25][C:26]([O:29][CH3:30])=[CH:27][CH:28]=3)[N:10]=2)=CC=1. The catalyst is OS(C(F)(F)F)(=O)=O.C(O)(C(F)(F)F)=O. The product is [NH2:8][C:9]1[N:14]=[C:13]([CH3:15])[N:12]=[C:11]([C:16]2[CH:17]=[C:18]([CH2:31][N:32]3[CH2:37][CH2:36][O:35][CH2:34][C:33]3=[O:38])[CH:19]=[N:20][C:21]=2[NH:22][C:23]2[CH:24]=[N:25][C:26]([O:29][CH3:30])=[CH:27][CH:28]=2)[N:10]=1. The yield is 0.546. (4) The reactants are [CH3:1][C:2]([S:6]([CH3:9])(=[O:8])=[O:7])([CH3:5])[C:3]#[N:4].C(=O)=O.CC(C)=O.C([Li])CCC.CCCCCC.[F:28][C:29]1[CH:34]=[CH:33][C:32]([N+:35]([O-:37])=[O:36])=[CH:31][C:30]=1[C:38](=[N:40][S:41]([C:43]([CH3:46])([CH3:45])[CH3:44])=[O:42])[CH3:39].C[Al](C)C. The catalyst is C1(C)C=CC=CC=1.C1COCC1. The product is [C:3]([C:2]([S:6]([CH2:9][C:38]([NH:40][S:41]([C:43]([CH3:44])([CH3:46])[CH3:45])=[O:42])([C:30]1[CH:31]=[C:32]([N+:35]([O-:37])=[O:36])[CH:33]=[CH:34][C:29]=1[F:28])[CH3:39])(=[O:8])=[O:7])([CH3:5])[CH3:1])#[N:4]. The yield is 0.596.